The task is: Predict which catalyst facilitates the given reaction.. This data is from Catalyst prediction with 721,799 reactions and 888 catalyst types from USPTO. (1) Reactant: [CH2:1]([O:8][C:9]([N:11]1[CH2:16][CH2:15][CH:14]([CH2:17][NH2:18])[CH2:13][CH2:12]1)=[O:10])[C:2]1[CH:7]=[CH:6][CH:5]=[CH:4][CH:3]=1.C(N(CC)C(C)C)(C)C.Cl[C:29]1[N:34]=[C:33]([Cl:35])[N:32]=[C:31]([Cl:36])[C:30]=1[Cl:37]. Product: [CH2:1]([O:8][C:9]([N:11]1[CH2:16][CH2:15][CH:14]([CH2:17][NH:18][C:29]2[C:30]([Cl:37])=[C:31]([Cl:36])[N:32]=[C:33]([Cl:35])[N:34]=2)[CH2:13][CH2:12]1)=[O:10])[C:2]1[CH:7]=[CH:6][CH:5]=[CH:4][CH:3]=1. The catalyst class is: 1. (2) Reactant: [Br:1][C:2]1[CH:7]=[CH:6][C:5]([CH:8]([C:15]2[C:16]([C:30]3[CH:35]=[CH:34][CH:33]=[CH:32][N:31]=3)=[N:17][N:18]([CH2:28][CH3:29])[C:19]=2[NH:20]C(OC(C)(C)C)=O)[CH2:9][CH2:10][C:11](OC)=[O:12])=[C:4]([CH3:36])[CH:3]=1.BrC1C=CC(C=O)=CC=1.C(N1C(N)=CC(C2C=CC=CN=2)=N1)C.C(O)(C(F)(F)F)=O.CC1C=CC(S(O)(=O)=O)=CC=1. Product: [Br:1][C:2]1[CH:7]=[CH:6][C:5]([CH:8]2[CH2:9][CH2:10][C:11](=[O:12])[NH:20][C:19]3[N:18]([CH2:28][CH3:29])[N:17]=[C:16]([C:30]4[CH:35]=[CH:34][CH:33]=[CH:32][N:31]=4)[C:15]2=3)=[C:4]([CH3:36])[CH:3]=1. The catalyst class is: 91. (3) Reactant: [C:1]([C:3]1[C:4]([N:17]2[CH2:22][CH2:21][CH:20]([C:23]([OH:25])=O)[CH2:19][CH2:18]2)=[N:5][C:6]([N:14]([CH3:16])[CH3:15])=[C:7]([C:9]([O:11][CH2:12][CH3:13])=[O:10])[CH:8]=1)#[N:2].CN(C(ON1N=NC2C=CC=CC1=2)=[N+](C)C)C.[B-](F)(F)(F)F.CCN(C(C)C)C(C)C.[C:57]1([CH2:63][S:64]([NH2:67])(=[O:66])=[O:65])[CH:62]=[CH:61][CH:60]=[CH:59][CH:58]=1. Product: [CH2:63]([S:64]([NH:67][C:23]([CH:20]1[CH2:19][CH2:18][N:17]([C:4]2[C:3]([C:1]#[N:2])=[CH:8][C:7]([C:9]([O:11][CH2:12][CH3:13])=[O:10])=[C:6]([N:14]([CH3:16])[CH3:15])[N:5]=2)[CH2:22][CH2:21]1)=[O:25])(=[O:66])=[O:65])[C:57]1[CH:62]=[CH:61][CH:60]=[CH:59][CH:58]=1. The catalyst class is: 2. (4) Reactant: C[O:2][C:3](=[O:37])[CH:4]([NH:19][S:20]([C:23]1[CH:28]=[CH:27][C:26]([C:29]2[CH:34]=[CH:33][C:32]([O:35][CH3:36])=[CH:31][CH:30]=2)=[CH:25][CH:24]=1)(=[O:22])=[O:21])[CH:5]1[CH2:10][CH2:9][N:8]([CH2:11][CH2:12][C:13]2[CH:18]=[CH:17][CH:16]=[CH:15][CH:14]=2)[CH2:7][CH2:6]1.O[C:39](C(F)(F)F)=O.COC(=O)C(NS(C1C=CC(C2C=CC(OC)=CC=2)=CC=1)(=O)=O)C1CCNCC1.C1(CC=O)C=CC=CC=1.N1C=CC=CC=1. Product: [CH3:36][O:35][C:32]1[CH:31]=[CH:30][C:29]([C:26]2[CH:27]=[CH:28][C:23]([S:20]([N:19]([CH:4]([CH:5]3[CH2:10][CH2:9][N:8]([CH2:11][CH2:12][C:13]4[CH:14]=[CH:15][CH:16]=[CH:17][CH:18]=4)[CH2:7][CH2:6]3)[C:3]([OH:2])=[O:37])[CH3:39])(=[O:21])=[O:22])=[CH:24][CH:25]=2)=[CH:34][CH:33]=1. The catalyst class is: 5. (5) Reactant: [Cl:1][C:2]1[CH:3]=[C:4]2[C:8](=[CH:9][CH:10]=1)[NH:7][CH:6]=[C:5]2[CH2:11][CH2:12][NH:13][C:14](=[O:22])[C:15]1[CH:20]=[CH:19][C:18](I)=[CH:17][CH:16]=1.[F:23][C:24]([F:35])([F:34])[C:25]1[CH:30]=[CH:29][C:28](B(O)O)=[CH:27][CH:26]=1.C(=O)([O-])[O-].[Na+].[Na+]. Product: [Cl:1][C:2]1[CH:3]=[C:4]2[C:8](=[CH:9][CH:10]=1)[NH:7][CH:6]=[C:5]2[CH2:11][CH2:12][NH:13][C:14]([C:15]1[CH:20]=[CH:19][C:18]([C:28]2[CH:29]=[CH:30][C:25]([C:24]([F:35])([F:34])[F:23])=[CH:26][CH:27]=2)=[CH:17][CH:16]=1)=[O:22]. The catalyst class is: 437. (6) Reactant: [NH:1]1[C:9]2[C:4](=[CH:5][CH:6]=[CH:7][CH:8]=2)[C:3]2([C:13]3=[CH:14][C:15]4[O:19][CH2:18][O:17][C:16]=4[CH:20]=[C:12]3[O:11][CH2:10]2)[C:2]1=[O:21].[CH3:22][C:23]1[O:24][C:25]([C:30]([F:33])([F:32])[F:31])=[C:26]([CH2:28]O)[N:27]=1.C(P(CCCC)CCCC)CCC. Product: [CH3:22][C:23]1[O:24][C:25]([C:30]([F:33])([F:32])[F:31])=[C:26]([CH2:28][N:1]2[C:9]3[C:4](=[CH:5][CH:6]=[CH:7][CH:8]=3)[C:3]3([C:13]4=[CH:14][C:15]5[O:19][CH2:18][O:17][C:16]=5[CH:20]=[C:12]4[O:11][CH2:10]3)[C:2]2=[O:21])[N:27]=1. The catalyst class is: 7. (7) Reactant: [Cl:1][C:2]1[CH:7]=[CH:6][C:5]([NH:8][C:9]([CH:11]2[N:15]([C:16]3[C:21]([Cl:22])=[CH:20][CH:19]=[CH:18][N:17]=3)[N:14]=[C:13](C3C=C([N+]([O-])=O)C=CC=3S([O-])(=O)=O)[CH2:12]2)=[O:10])=[C:4]([C:36](=[O:43])[NH:37][CH:38]([CH:40]2[CH2:42][CH2:41]2)[CH3:39])[CH:3]=1.[BrH:44].C(OCC)(=O)C.[OH-].[Na+]. Product: [Cl:1][C:2]1[CH:7]=[CH:6][C:5]([NH:8][C:9]([CH:11]2[N:15]([C:16]3[C:21]([Cl:22])=[CH:20][CH:19]=[CH:18][N:17]=3)[N:14]=[C:13]([Br:44])[CH2:12]2)=[O:10])=[C:4]([C:36](=[O:43])[NH:37][CH:38]([CH:40]2[CH2:42][CH2:41]2)[CH3:39])[CH:3]=1. The catalyst class is: 86. (8) Reactant: [CH3:1][C:2]1([CH3:21])[C:6]2([CH2:11][CH2:10][C:9](B3OC(C)(C)C(C)(C)O3)=[CH:8][CH2:7]2)[CH2:5][CH2:4][O:3]1.I[C:23]1[C:27]([CH2:28][N:29]([CH3:41])[CH2:30][CH2:31][N:32]([CH3:40])[C:33](=[O:39])[O:34][C:35]([CH3:38])([CH3:37])[CH3:36])=[CH:26][N:25]([CH:42]2[CH2:47][CH2:46][CH2:45][CH2:44][O:43]2)[N:24]=1.C(=O)([O-])[O-].[K+].[K+].O1CCOCC1. Product: [CH3:21][C:2]1([CH3:1])[C:6]2([CH2:11][CH2:10][C:9]([C:23]3[C:27]([CH2:28][N:29]([CH3:41])[CH2:30][CH2:31][N:32]([CH3:40])[C:33](=[O:39])[O:34][C:35]([CH3:38])([CH3:37])[CH3:36])=[CH:26][N:25]([CH:42]4[CH2:47][CH2:46][CH2:45][CH2:44][O:43]4)[N:24]=3)=[CH:8][CH2:7]2)[CH2:5][CH2:4][O:3]1. The catalyst class is: 263. (9) Reactant: [C:1]([O:5][C:6]([N:8]1[CH2:14][CH2:13][C:12]2[CH:15]=[C:16](OS(C(F)(F)F)(=O)=O)[C:17]([N+:19]([O-:21])=[O:20])=[CH:18][C:11]=2[CH2:10][CH2:9]1)=[O:7])([CH3:4])([CH3:3])[CH3:2].[Br:30][C:31]1[CH:36]=[CH:35][C:34]([SH:37])=[CH:33][CH:32]=1.C(N(C(C)C)C(C)C)C. Product: [C:1]([O:5][C:6]([N:8]1[CH2:9][CH2:10][C:11]2[CH:18]=[C:17]([N+:19]([O-:21])=[O:20])[C:16]([S:37][C:34]3[CH:35]=[CH:36][C:31]([Br:30])=[CH:32][CH:33]=3)=[CH:15][C:12]=2[CH2:13][CH2:14]1)=[O:7])([CH3:3])([CH3:4])[CH3:2]. The catalyst class is: 10.